From a dataset of Forward reaction prediction with 1.9M reactions from USPTO patents (1976-2016). Predict the product of the given reaction. (1) Given the reactants C[O:2][C:3]1[CH:4]=[C:5]([CH2:20]O)[C:6]2[O:10][C:9]([C:11]3[CH:16]=[CH:15][C:14]([O:17]C)=[CH:13][CH:12]=3)=[CH:8][C:7]=2[CH:19]=1.B(Br)(Br)[Br:23], predict the reaction product. The product is: [Br:23][CH2:20][C:5]1[C:6]2[O:10][C:9]([C:11]3[CH:16]=[CH:15][C:14]([OH:17])=[CH:13][CH:12]=3)=[CH:8][C:7]=2[CH:19]=[C:3]([OH:2])[CH:4]=1. (2) Given the reactants [NH2:1][C:2]1[N:7]=[CH:6][C:5]([C:8]2[CH:9]=[N:10][C:11]([OH:14])=[CH:12][CH:13]=2)=[CH:4][C:3]=1[O:15][CH:16]([C:18]1[C:23]([Cl:24])=[CH:22][CH:21]=[C:20]([F:25])[C:19]=1[Cl:26])[CH3:17].C1(P(C2C=CC=CC=2)C2C=CC=CC=2)C=CC=CC=1.[N:46]1([CH2:52][CH2:53]O)[CH2:51][CH2:50][O:49][CH2:48][CH2:47]1.CCOC(/N=N/C(OCC)=O)=O, predict the reaction product. The product is: [Cl:26][C:19]1[C:20]([F:25])=[CH:21][CH:22]=[C:23]([Cl:24])[C:18]=1[CH:16]([O:15][C:3]1[CH:4]=[C:5]([C:8]2[CH:9]=[N:10][C:11]([O:14][CH2:53][CH2:52][N:46]3[CH2:51][CH2:50][O:49][CH2:48][CH2:47]3)=[CH:12][CH:13]=2)[CH:6]=[N:7][C:2]=1[NH2:1])[CH3:17]. (3) Given the reactants C([O:5][C:6]([C:8]1([CH2:11][C@@H:12]2[CH2:17][CH2:16][C@@H:15]([O:18][CH2:19][C:20]3[CH:21]=[CH:22][C:23]4[O:28][C:27]([CH3:30])([CH3:29])[CH2:26][N:25]([CH2:31][CH2:32][CH2:33][O:34][CH3:35])[C:24]=4[CH:36]=3)[CH2:14][N:13]2[S:37]([C:40]2[CH:45]=[CH:44][C:43]([CH3:46])=[CH:42][CH:41]=2)(=[O:39])=[O:38])[CH2:10][CH2:9]1)=[O:7])(C)(C)C.FC(F)(F)C(O)=O, predict the reaction product. The product is: [CH3:35][O:34][CH2:33][CH2:32][CH2:31][N:25]1[C:24]2[CH:36]=[C:20]([CH2:19][O:18][C@H:15]3[CH2:14][N:13]([S:37]([C:40]4[CH:41]=[CH:42][C:43]([CH3:46])=[CH:44][CH:45]=4)(=[O:38])=[O:39])[C@H:12]([CH2:11][C:8]4([C:6]([OH:7])=[O:5])[CH2:9][CH2:10]4)[CH2:17][CH2:16]3)[CH:21]=[CH:22][C:23]=2[O:28][C:27]([CH3:30])([CH3:29])[CH2:26]1. (4) Given the reactants N[C:2]1[CH:7]=[CH:6][C:5]([CH2:8][CH2:9][OH:10])=[CH:4][CH:3]=1.[ClH:11].N([O-])=O.[Na+].[C:16]([O:20][CH3:21])(=[O:19])[CH:17]=[CH2:18], predict the reaction product. The product is: [Cl:11][CH:17]([CH2:18][C:2]1[CH:7]=[CH:6][C:5]([CH2:8][CH2:9][OH:10])=[CH:4][CH:3]=1)[C:16]([O:20][CH3:21])=[O:19]. (5) Given the reactants Cl[C:2]1[C:7]([C:8]([C:10]2[CH:15]=[CH:14][C:13]([F:16])=[CH:12][CH:11]=2)=O)=[CH:6][N:5]=[C:4]([C:17]2[CH:18]=[C:19]([CH:29]=[C:30]([F:33])[C:31]=2[CH3:32])[C:20]([NH:22][C:23]2[N:27]([CH3:28])[N:26]=[CH:25][CH:24]=2)=[O:21])[CH:3]=1.[CH3:34][NH:35][NH2:36], predict the reaction product. The product is: [F:33][C:30]1[CH:29]=[C:19]([CH:18]=[C:17]([C:4]2[N:5]=[CH:6][C:7]3[C:8]([C:10]4[CH:15]=[CH:14][C:13]([F:16])=[CH:12][CH:11]=4)=[N:36][N:35]([CH3:34])[C:2]=3[CH:3]=2)[C:31]=1[CH3:32])[C:20]([NH:22][C:23]1[N:27]([CH3:28])[N:26]=[CH:25][CH:24]=1)=[O:21]. (6) Given the reactants NCC(N)C.[F:6][C:7]1[CH:8]=[C:9]([CH2:14][CH:15]([NH2:18])[CH2:16][NH2:17])[CH:10]=[C:11]([F:13])[CH:12]=1.[C:19]([NH:27][C:28]1[CH:29]=[C:30]([CH:34]=[CH:35][N:36]=1)[C:31](O)=O)(=[O:26])[C:20]1[CH:25]=[CH:24][CH:23]=[CH:22][CH:21]=1, predict the reaction product. The product is: [F:6][C:7]1[CH:8]=[C:9]([CH:10]=[C:11]([F:13])[CH:12]=1)[CH2:14][CH:15]1[CH2:16][NH:17][C:31]([C:30]2[CH:34]=[CH:35][N:36]=[C:28]([NH:27][C:19](=[O:26])[C:20]3[CH:21]=[CH:22][CH:23]=[CH:24][CH:25]=3)[CH:29]=2)=[N:18]1. (7) Given the reactants [Br:1][C:2]1[CH:3]=[CH:4][C:5]([C:8]([OH:10])=O)=[N:6][CH:7]=1.[CH:11]([NH2:14])([CH3:13])[CH3:12], predict the reaction product. The product is: [CH:11]([NH:14][C:8]([C:5]1[CH:4]=[CH:3][C:2]([Br:1])=[CH:7][N:6]=1)=[O:10])([CH3:13])[CH3:12]. (8) Given the reactants [C:1]([O:5][CH2:6][CH2:7][O:8][C:9]1[CH:14]=[CH:13][CH:12]=[CH:11][CH:10]=1)(=[O:4])[CH:2]=[CH2:3].[Cl:15][S:16](O)(=[O:18])=[O:17], predict the reaction product. The product is: [C:1]([O:5][CH2:6][CH2:7][O:8][C:9]1[CH:10]=[CH:11][C:12]([S:16]([Cl:15])(=[O:18])=[O:17])=[CH:13][CH:14]=1)(=[O:4])[CH:2]=[CH2:3]. (9) The product is: [CH2:3]([CH:4]1[CH2:15][CH:14]([C:13]([O:17][CH2:18][CH3:19])=[O:16])[CH:5]1[N:6]1[CH2:11][CH2:10][CH2:9][CH2:8][CH2:7]1)[CH:2]([CH3:12])[CH3:1]. Given the reactants [CH3:1][CH:2]([CH3:12])[CH2:3][CH:4]=[CH:5][N:6]1[CH2:11][CH2:10][CH2:9][CH2:8][CH2:7]1.[C:13]([O:17][CH2:18][CH3:19])(=[O:16])[CH:14]=[CH2:15].C1(C=CC(O)=CC=1)O, predict the reaction product. (10) Given the reactants [CH3:1][C:2]1[CH:8]=[C:7]([O:9][C:10]2[CH:15]=[CH:14][N:13]=[C:12]([C:16](=[O:19])[NH:17][CH3:18])[CH:11]=2)[CH:6]=[CH:5][C:3]=1[NH2:4].CCN(CC)CC.[Cl:27][C:28]1[CH:33]=[CH:32][C:31]([N:34]=[C:35]=[O:36])=[CH:30][C:29]=1[C:37]([F:40])([F:39])[F:38].O, predict the reaction product. The product is: [Cl:27][C:28]1[CH:33]=[CH:32][C:31]([NH:34][C:35]([NH:4][C:3]2[CH:5]=[CH:6][C:7]([O:9][C:10]3[CH:15]=[CH:14][N:13]=[C:12]([C:16](=[O:19])[NH:17][CH3:18])[CH:11]=3)=[CH:8][C:2]=2[CH3:1])=[O:36])=[CH:30][C:29]=1[C:37]([F:38])([F:39])[F:40].